This data is from Reaction yield outcomes from USPTO patents with 853,638 reactions. The task is: Predict the reaction yield, written as a fraction of the theoretical maximum amount of product (1.0 means a 100% yield; for example, 0.34 means a 34% yield). (1) The reactants are [Cl:1][C:2]1N=[CH:6][C:5]([CH2:8][NH:9][CH2:10][CH:11](OC)OC)=[CH:4][CH:3]=1.[CH2:16]1[C:21](=[O:22])[O:20][CH2:19][C:17]1=O.[C:23]1(C)C=CC(S(O)(=O)=O)=CC=1. The catalyst is C1(C)C=CC=CC=1. The product is [Cl:1][C:2]1[CH:23]=[CH:6][C:5]([CH2:8][N:9]2[CH:10]=[CH:11][C:16]3[C:21](=[O:22])[O:20][CH2:19][C:17]2=3)=[CH:4][CH:3]=1. The yield is 0.120. (2) The product is [C:48]([NH:52][C:21]([C:20]1[CH:24]=[CH:25][CH:26]=[C:18]([C:6]2[C:5]3[C:9](=[CH:10][CH:11]=[CH:3][CH:4]=3)[N:8]([CH:12]3[CH2:17][CH2:16][CH:15]([C:31]#[N:33])[CH2:14][O:13]3)[N:7]=2)[CH:19]=1)=[O:22])([CH3:51])([CH3:50])[CH3:49]. The reactants are C([C:3]1[CH:4]=[C:5]2[C:9](=[CH:10][CH:11]=1)[N:8]([CH:12]1[CH2:17][CH2:16][CH2:15][CH2:14][O:13]1)[N:7]=[C:6]2[C:18]1[CH:19]=[C:20]([CH:24]=[CH:25][CH:26]=1)[C:21](O)=[O:22])#N.C1C=CC2N(O)N=[N:33][C:31]=2C=1.CCN=C=NCCCN(C)C.[C:48]([NH2:52])([CH3:51])([CH3:50])[CH3:49]. No catalyst specified. The yield is 0.740. (3) The reactants are [CH2:1]([O:3][C:4]1[C:5]([OH:15])=[C:6]([CH:10]=[C:11]([CH:13]=O)[CH:12]=1)[C:7]([OH:9])=[O:8])[CH3:2].[C:16]1([C:22](=O)[CH2:23][C:24]2[CH:29]=[CH:28][CH:27]=[CH:26][CH:25]=2)[CH:21]=[CH:20][CH:19]=[CH:18][CH:17]=1.[NH2:31][C:32]([NH2:34])=[O:33].Cl. The catalyst is CCO.CO.CCOC(C)=O. The product is [CH2:1]([O:3][C:4]1[C:5]([OH:15])=[C:6]([CH:10]=[C:11]([CH:13]2[C:23]([C:24]3[CH:29]=[CH:28][CH:27]=[CH:26][CH:25]=3)=[C:22]([C:16]3[CH:21]=[CH:20][CH:19]=[CH:18][CH:17]=3)[NH:34][C:32](=[O:33])[NH:31]2)[CH:12]=1)[C:7]([OH:9])=[O:8])[CH3:2]. The yield is 0.0560. (4) The reactants are [C:1]1([NH2:8])[CH:6]=[CH:5][CH:4]=[C:3]([NH2:7])[CH:2]=1.O1CCCC1.C(N(CC)CC)C.[N+:21]([C:24]1[CH:25]=[C:26]([S:30](Cl)(=[O:32])=[O:31])[CH:27]=[CH:28][CH:29]=1)([O-:23])=[O:22]. The catalyst is O.CCOC(C)=O. The product is [NH2:7][C:3]1[CH:2]=[C:1]([NH:8][S:30]([C:26]2[CH:27]=[CH:28][CH:29]=[C:24]([N+:21]([O-:23])=[O:22])[CH:25]=2)(=[O:31])=[O:32])[CH:6]=[CH:5][CH:4]=1. The yield is 0.890. (5) The reactants are [F:1][C:2]1[CH:7]=[CH:6][C:5]([OH:8])=[CH:4][CH:3]=1.CN(C=O)C.[H-].[Na+].[Br:16][C:17]1[CH:18]=[C:19]([N+]([O-])=O)[C:20]([C:23]#[N:24])=[N:21][CH:22]=1. The catalyst is O. The product is [Br:16][C:17]1[CH:18]=[C:19]([O:8][C:5]2[CH:6]=[CH:7][C:2]([F:1])=[CH:3][CH:4]=2)[C:20]([C:23]#[N:24])=[N:21][CH:22]=1. The yield is 1.05. (6) The reactants are [Br:1][C:2]1[CH:3]=[N:4][N:5]2[C:10](Cl)=[CH:9][C:8]([C:12]3[CH:17]=[CH:16][CH:15]=[CH:14][C:13]=3[Cl:18])=[N:7][C:6]=12.[C:19]([O:23][C:24]([N:26]1[CH2:31][CH2:30][CH2:29][CH2:28][CH:27]1[CH2:32][CH2:33][NH2:34])=[O:25])([CH3:22])([CH3:21])[CH3:20].C(N(C(C)C)CC)(C)C. The catalyst is O1CCOCC1. The product is [C:19]([O:23][C:24]([N:26]1[CH2:31][CH2:30][CH2:29][CH2:28][CH:27]1[CH2:32][CH2:33][NH:34][C:10]1[N:5]2[N:4]=[CH:3][C:2]([Br:1])=[C:6]2[N:7]=[C:8]([C:12]2[CH:17]=[CH:16][CH:15]=[CH:14][C:13]=2[Cl:18])[CH:9]=1)=[O:25])([CH3:22])([CH3:21])[CH3:20]. The yield is 0.790.